Dataset: Peptide-MHC class I binding affinity with 185,985 pairs from IEDB/IMGT. Task: Regression. Given a peptide amino acid sequence and an MHC pseudo amino acid sequence, predict their binding affinity value. This is MHC class I binding data. (1) The binding affinity (normalized) is 0. The MHC is H-2-Kb with pseudo-sequence H-2-Kb. The peptide sequence is RRTLDLLK. (2) The peptide sequence is AFEDLRLLSF. The MHC is HLA-A01:01 with pseudo-sequence HLA-A01:01. The binding affinity (normalized) is 0.